From a dataset of Reaction yield outcomes from USPTO patents with 853,638 reactions. Predict the reaction yield, written as a fraction of the theoretical maximum amount of product (1.0 means a 100% yield; for example, 0.34 means a 34% yield). (1) The reactants are [Cl:1][C:2]1[CH:3]=[N+:4]([O-:27])[CH:5]=[C:6]([Cl:26])[C:7]=1[CH2:8][C@@H:9]([C:11]1[CH:16]=[CH:15][C:14]([O:17][CH:18]([F:20])[F:19])=[C:13]([O:21][CH2:22][CH:23]2[CH2:25][CH2:24]2)[CH:12]=1)[OH:10].C(Cl)CCl.Cl.[CH3:33][N:34]([CH3:57])[CH2:35][CH2:36][N:37]([C:42]1[CH:43]=[C:44]2[C:48](=[CH:49][CH:50]=1)[C:47](=[O:51])[N:46]([CH2:52][C:53](O)=[O:54])[C:45]2=[O:56])[S:38]([CH3:41])(=[O:40])=[O:39]. The catalyst is CN(C1C=CN=CC=1)C.C(Cl)Cl. The product is [Cl:1][C:2]1[CH:3]=[N+:4]([O-:27])[CH:5]=[C:6]([Cl:26])[C:7]=1[CH2:8][C@@H:9]([C:11]1[CH:16]=[CH:15][C:14]([O:17][CH:18]([F:20])[F:19])=[C:13]([O:21][CH2:22][CH:23]2[CH2:25][CH2:24]2)[CH:12]=1)[O:10][C:53](=[O:54])[CH2:52][N:46]1[C:45](=[O:56])[C:44]2[C:48](=[CH:49][CH:50]=[C:42]([N:37]([CH2:36][CH2:35][N:34]([CH3:33])[CH3:57])[S:38]([CH3:41])(=[O:39])=[O:40])[CH:43]=2)[C:47]1=[O:51]. The yield is 0.770. (2) The reactants are [F:1][C:2]([F:23])([F:22])[CH2:3][N:4]1[C:9](=[O:10])[C:8](Cl)=[C:7]([C:12]2[CH:17]=[CH:16][C:15]([S:18]([CH3:21])(=[O:20])=[O:19])=[CH:14][CH:13]=2)[CH:6]=[N:5]1.[CH2:24]([OH:29])[C:25]([CH3:28])([CH3:27])[CH3:26].[H-].[Na+]. The catalyst is CN(C=O)C. The product is [F:1][C:2]([F:23])([F:22])[CH2:3][N:4]1[C:9](=[O:10])[C:8]([O:29][CH2:24][C:25]([CH3:28])([CH3:27])[CH3:26])=[C:7]([C:12]2[CH:17]=[CH:16][C:15]([S:18]([CH3:21])(=[O:20])=[O:19])=[CH:14][CH:13]=2)[CH:6]=[N:5]1. The yield is 0.760. (3) The reactants are Br[C:2]1[CH:3]=[C:4]([CH:6]=[CH:7][C:8]=1[O:9][C:10]1[CH:15]=[CH:14][C:13]([F:16])=[CH:12][C:11]=1[F:17])[NH2:5].[CH3:18][C:19]1([CH3:35])[C:23]([CH3:25])([CH3:24])[O:22][B:21]([B:21]2[O:22][C:23]([CH3:25])([CH3:24])[C:19]([CH3:35])([CH3:18])[O:20]2)[O:20]1.CC([O-])=O.[K+]. The catalyst is O1CCOCC1.C1C=CC(P(C2C=CC=CC=2)[C-]2C=CC=C2)=CC=1.C1C=CC(P(C2C=CC=CC=2)[C-]2C=CC=C2)=CC=1.Cl[Pd]Cl.[Fe+2]. The product is [F:17][C:11]1[CH:12]=[C:13]([F:16])[CH:14]=[CH:15][C:10]=1[O:9][C:8]1[CH:7]=[CH:6][C:4]([NH2:5])=[CH:3][C:2]=1[B:21]1[O:22][C:23]([CH3:25])([CH3:24])[C:19]([CH3:35])([CH3:18])[O:20]1. The yield is 0.560. (4) The yield is 0.380. The reactants are [CH3:1][O:2][C:3]([C@@H:5]1[C@H:10](C(O)=O)[CH:9]2[CH2:14][CH2:15][CH:6]1[CH2:7][CH2:8]2)=[O:4].C([N:18](CC)CC)C.Cl[C:24]([O:26][CH2:27][CH3:28])=[O:25].[N-]=[N+]=[N-].[Na+].[CH2:33](O)[C:34]1C=C[CH:37]=[CH:36][CH:35]=1. The catalyst is O1CCCC1.O.C1C=CC=CC=1.ClCCl. The product is [CH3:1][O:2][C:3]([C@H:5]1[C@@H:10]([NH:18][C:24]([O:26][CH2:27][C:28]2[CH:37]=[CH:36][CH:35]=[CH:34][CH:33]=2)=[O:25])[CH:9]2[CH2:8][CH2:7][CH:6]1[CH2:15][CH2:14]2)=[O:4]. (5) The reactants are [OH-].[Na+].[F:3][C:4]1[CH:5]=[C:6]([CH:28]=[C:29]([C:31]([F:34])([F:33])[F:32])[CH:30]=1)[CH2:7][C:8]1[S:9][C:10]2[C:16]([C:17]3[CH:18]=[C:19]([CH:25]=[CH:26][CH:27]=3)[C:20](OCC)=[O:21])=[CH:15][CH:14]=[CH:13][C:11]=2[CH:12]=1.Cl.CC[N:38]=C=NCCCN(C)C.C1C=CC2N(O)N=NC=2C=1.N. The catalyst is O.CN(C=O)C.C(O)C. The product is [F:3][C:4]1[CH:5]=[C:6]([CH:28]=[C:29]([C:31]([F:34])([F:33])[F:32])[CH:30]=1)[CH2:7][C:8]1[S:9][C:10]2[C:16]([C:17]3[CH:18]=[C:19]([CH:25]=[CH:26][CH:27]=3)[C:20]([NH2:38])=[O:21])=[CH:15][CH:14]=[CH:13][C:11]=2[CH:12]=1. The yield is 0.930. (6) The reactants are Cl[C:2]1[CH:3]=[C:4]([NH:10][C:11]2[CH:16]=[CH:15][C:14]([N:17]3[CH2:22][CH2:21][N:20]([CH:23]4[CH2:26][O:25][CH2:24]4)[CH2:19][C@@H:18]3[CH3:27])=[CH:13][N:12]=2)[C:5](=[O:9])[N:6]([CH3:8])[N:7]=1.[C:28]([O:31][CH2:32][C:33]1[C:34]([N:42]2[N:51]=[CH:50][C:49]3[C:44](=[C:45]([F:56])[CH:46]=[C:47]([C:52]([CH3:55])([CH3:54])[CH3:53])[CH:48]=3)[C:43]2=[O:57])=[N:35][CH:36]=[CH:37][C:38]=1B(O)O)(=[O:30])[CH3:29].[O-]P([O-])([O-])=O.[K+].[K+].[K+].O.O.O.C([O-])(=O)C.[Na+]. The catalyst is C1C=CC(P(C2C=CC=CC=2)[C-]2C=CC=C2)=CC=1.C1C=CC(P(C2C=CC=CC=2)[C-]2C=CC=C2)=CC=1.Cl[Pd]Cl.[Fe+2].C(#N)C.O. The product is [C:28]([O:31][CH2:32][C:33]1[C:34]([N:42]2[N:51]=[CH:50][C:49]3[C:44](=[C:45]([F:56])[CH:46]=[C:47]([C:52]([CH3:54])([CH3:53])[CH3:55])[CH:48]=3)[C:43]2=[O:57])=[N:35][CH:36]=[CH:37][C:38]=1[C:2]1[CH:3]=[C:4]([NH:10][C:11]2[CH:16]=[CH:15][C:14]([N:17]3[CH2:22][CH2:21][N:20]([CH:23]4[CH2:26][O:25][CH2:24]4)[CH2:19][C@@H:18]3[CH3:27])=[CH:13][N:12]=2)[C:5](=[O:9])[N:6]([CH3:8])[N:7]=1)(=[O:30])[CH3:29]. The yield is 0.420.